From a dataset of Full USPTO retrosynthesis dataset with 1.9M reactions from patents (1976-2016). Predict the reactants needed to synthesize the given product. Given the product [F:1][C:2]1[CH:7]=[CH:6][C:5]([C:8]2[CH:13]=[C:12]([C:14]([F:17])([F:16])[F:15])[N:11]=[C:10]([N:18]3[CH:22]=[C:21]([Sn:35]([CH2:36][CH2:37][CH2:38][CH3:39])([CH2:40][CH2:41][CH2:42][CH3:43])[CH2:31][CH2:32][CH2:33][CH3:34])[N:20]=[CH:19]3)[N:9]=2)=[CH:4][CH:3]=1, predict the reactants needed to synthesize it. The reactants are: [F:1][C:2]1[CH:7]=[CH:6][C:5]([C:8]2[CH:13]=[C:12]([C:14]([F:17])([F:16])[F:15])[N:11]=[C:10]([N:18]3[CH:22]=[C:21](I)[N:20]=[CH:19]3)[N:9]=2)=[CH:4][CH:3]=1.[Cl-].[Li+].C([Mg]Cl)(C)C.[CH2:31]([Sn:35](Cl)([CH2:40][CH2:41][CH2:42][CH3:43])[CH2:36][CH2:37][CH2:38][CH3:39])[CH2:32][CH2:33][CH3:34].[Cl-].[NH4+].